Dataset: Reaction yield outcomes from USPTO patents with 853,638 reactions. Task: Predict the reaction yield, written as a fraction of the theoretical maximum amount of product (1.0 means a 100% yield; for example, 0.34 means a 34% yield). (1) The reactants are [CH3:1][S:2]([C:5]1[CH:10]=[CH:9][C:8]([N:11]2[CH2:16][CH:15]([CH3:17])[NH:14][CH:13]([CH3:18])[CH2:12]2)=[CH:7][CH:6]=1)(=[O:4])=[O:3].[C:19]([O:23][C:24]([N:26]1[CH2:31][CH2:30][CH:29]([CH2:32][CH2:33]OS(C)(=O)=O)[CH2:28][CH2:27]1)=[O:25])([CH3:22])([CH3:21])[CH3:20].C([O-])([O-])=O.[K+].[K+].CCOC(C)=O. The catalyst is CC#N. The product is [C:19]([O:23][C:24]([N:26]1[CH2:31][CH2:30][CH:29]([CH2:32][CH2:33][N:14]2[CH:13]([CH3:18])[CH2:12][N:11]([C:8]3[CH:7]=[CH:6][C:5]([S:2]([CH3:1])(=[O:3])=[O:4])=[CH:10][CH:9]=3)[CH2:16][CH:15]2[CH3:17])[CH2:28][CH2:27]1)=[O:25])([CH3:22])([CH3:21])[CH3:20]. The yield is 0.0500. (2) The reactants are [N+:1]([C:4]1[CH:9]=[C:8]([C:10]([F:13])([F:12])[F:11])[CH:7]=[CH:6][C:5]=1[NH2:14])([O-:3])=[O:2].C[Si]([N-][Si](C)(C)C)(C)C.[Na+].[C:25]([O:29][C:30](O[C:30]([O:29][C:25]([CH3:28])([CH3:27])[CH3:26])=[O:31])=[O:31])([CH3:28])([CH3:27])[CH3:26]. The catalyst is C1COCC1. The product is [C:25]([O:29][C:30](=[O:31])[NH:14][C:5]1[CH:6]=[CH:7][C:8]([C:10]([F:11])([F:12])[F:13])=[CH:9][C:4]=1[N+:1]([O-:3])=[O:2])([CH3:28])([CH3:27])[CH3:26]. The yield is 0.710. (3) The reactants are [Br:1][C:2]1[C:3]([F:20])=[C:4]([F:19])[C:5]([NH:11][C:12]2[CH:17]=[CH:16][CH:15]=[CH:14][C:13]=2[F:18])=[C:6]([CH:10]=1)[C:7]([OH:9])=[O:8].[Si](C=[N+]=[N-])(C)(C)[CH3:22].CCCCCC. The catalyst is C1COCC1.CO. The product is [Br:1][C:2]1[C:3]([F:20])=[C:4]([F:19])[C:5]([NH:11][C:12]2[CH:17]=[CH:16][CH:15]=[CH:14][C:13]=2[F:18])=[C:6]([CH:10]=1)[C:7]([O:9][CH3:22])=[O:8]. The yield is 0.960. (4) The reactants are [C:1]1([C:7]([C:15]2[CH:20]=[CH:19][CH:18]=[CH:17][CH:16]=2)([C:9]2[CH:14]=[CH:13][CH:12]=[CH:11][CH:10]=2)Cl)[CH:6]=[CH:5][CH:4]=[CH:3][CH:2]=1.[NH2:21][CH:22](O)[CH3:23].[OH2:25]. The catalyst is C(#N)C. The product is [C:1]1([C:7]([NH:21][CH2:22][CH2:23][OH:25])([C:15]2[CH:20]=[CH:19][CH:18]=[CH:17][CH:16]=2)[C:9]2[CH:14]=[CH:13][CH:12]=[CH:11][CH:10]=2)[CH:6]=[CH:5][CH:4]=[CH:3][CH:2]=1. The yield is 0.390. (5) The reactants are Br[C:2]1[CH:8]=[CH:7][C:5]([NH2:6])=[C:4]([F:9])[CH:3]=1.[CH:10]1(B(O)O)[CH2:12][CH2:11]1.C1(P(C2CCCCC2)C2CCCCC2)CCCCC1.P([O-])([O-])([O-])=O.[K+].[K+].[K+]. The catalyst is C1(C)C=CC=CC=1.O.C([O-])(=O)C.[Pd+2].C([O-])(=O)C. The product is [CH:10]1([C:2]2[CH:8]=[CH:7][C:5]([NH2:6])=[C:4]([F:9])[CH:3]=2)[CH2:12][CH2:11]1. The yield is 0.450. (6) The reactants are Br[C:2]1[C:10]2[C:5](=[CH:6][CH:7]=[C:8]([C:11]#[N:12])[CH:9]=2)[N:4](C2CCCCO2)[N:3]=1.[O:19]1[C:24]2[CH:25]=[CH:26][C:27](B(O)O)=[CH:28][C:23]=2[O:22][CH2:21][CH2:20]1.ClCCl.P([O-])([O-])([O-])=O.[K+].[K+].[K+].Cl. The catalyst is COCCOC.O.CO. The product is [O:19]1[C:24]2[CH:25]=[CH:26][C:27]([C:2]3[C:10]4[C:5](=[CH:6][CH:7]=[C:8]([C:11]#[N:12])[CH:9]=4)[NH:4][N:3]=3)=[CH:28][C:23]=2[O:22][CH2:21][CH2:20]1. The yield is 0.710.